From a dataset of Reaction yield outcomes from USPTO patents with 853,638 reactions. Predict the reaction yield, written as a fraction of the theoretical maximum amount of product (1.0 means a 100% yield; for example, 0.34 means a 34% yield). (1) The reactants are [CH:1]([C:3]1[CH:8]=[CH:7][C:6]([O:9]B(O)O)=[CH:5][CH:4]=1)=[O:2].C(N(CC)CC)C.[CH3:20][O:21][C:22](=[O:34])[C:23]1[CH:28]=[C:27](O)[CH:26]=[C:25]([O:30][CH:31]([CH3:33])[CH3:32])[CH:24]=1. The yield is 0.570. The product is [CH3:20][O:21][C:22](=[O:34])[C:23]1[CH:24]=[C:25]([O:30][CH:31]([CH3:32])[CH3:33])[CH:26]=[C:27]([O:9][C:6]2[CH:7]=[CH:8][C:3]([CH:1]=[O:2])=[CH:4][CH:5]=2)[CH:28]=1. The catalyst is C(Cl)Cl.C([O-])(=O)C.[Cu+2].C([O-])(=O)C. (2) The reactants are [CH3:1][O:2][C:3]1[N:4]=[C:5]2[C:10](=[CH:11][CH:12]=1)[N:9]=[CH:8][CH:7]=[C:6]2[CH2:13][CH2:14][N:15]1[CH2:19][CH2:18][C@@H:17]([CH2:20][NH2:21])[CH2:16]1.C(N(C(C)C)CC)(C)C.[O:31]=[C:32]1[CH2:37][S:36][C:35]2[CH:38]=[CH:39][C:40]([C:42](O)=[O:43])=[N:41][C:34]=2[NH:33]1.O.OC1C2N=NNC=2C=CC=1.C(Cl)CCl. The catalyst is CN(C=O)C. The product is [CH3:1][O:2][C:3]1[N:4]=[C:5]2[C:10](=[CH:11][CH:12]=1)[N:9]=[CH:8][CH:7]=[C:6]2[CH2:13][CH2:14][N:15]1[CH2:19][CH2:18][C@@H:17]([CH2:20][NH:21][C:42]([C:40]2[CH:39]=[CH:38][C:35]3[S:36][CH2:37][C:32](=[O:31])[NH:33][C:34]=3[N:41]=2)=[O:43])[CH2:16]1. The yield is 0.750. (3) The reactants are [CH3:1][C:2]1[N:3]=[C:4]2[CH:9]=[CH:8][C:7]([NH:10][C:11]([C:13]3[CH:14]=[CH:15][C:16]([C:19]4[CH2:24][CH2:23][N:22](C(OC(C)(C)C)=O)[CH2:21][CH:20]=4)=[N:17][CH:18]=3)=[O:12])=[CH:6][N:5]2[CH:32]=1.[ClH:33]. The catalyst is CO. The product is [ClH:33].[CH3:1][C:2]1[N:3]=[C:4]2[CH:9]=[CH:8][C:7]([NH:10][C:11](=[O:12])[C:13]3[CH:14]=[CH:15][C:16]([C:19]4[CH2:24][CH2:23][NH:22][CH2:21][CH:20]=4)=[N:17][CH:18]=3)=[CH:6][N:5]2[CH:32]=1. The yield is 0.738. (4) The yield is 0.701. The reactants are [NH2:1][C:2]1[C:7]([F:8])=[C:6]([Cl:9])[N:5]=[C:4]([C:10]([O:12][CH3:13])=[O:11])[C:3]=1I.C([Sn](CCCC)(CCCC)[C:20]([F:22])=[CH2:21])CCC. The product is [NH2:1][C:2]1[C:7]([F:8])=[C:6]([Cl:9])[N:5]=[C:4]([C:10]([O:12][CH3:13])=[O:11])[C:3]=1[C:20]([F:22])=[CH2:21]. The catalyst is ClC(Cl)C.Cl[Pd](Cl)([P](C1C=CC=CC=1)(C1C=CC=CC=1)C1C=CC=CC=1)[P](C1C=CC=CC=1)(C1C=CC=CC=1)C1C=CC=CC=1.